Dataset: Peptide-MHC class II binding affinity with 134,281 pairs from IEDB. Task: Regression. Given a peptide amino acid sequence and an MHC pseudo amino acid sequence, predict their binding affinity value. This is MHC class II binding data. (1) The peptide sequence is WKMLDPRQGLAVLRK. The MHC is DRB5_0101 with pseudo-sequence DRB5_0101. The binding affinity (normalized) is 0.808. (2) The peptide sequence is GPLIEGNTSLLWNGP. The MHC is DRB5_0101 with pseudo-sequence DRB5_0101. The binding affinity (normalized) is 0. (3) The peptide sequence is ALSVLVGLTAATVAI. The MHC is DRB1_1501 with pseudo-sequence DRB1_1501. The binding affinity (normalized) is 0.562. (4) The peptide sequence is ADLDEILLDGGASDY. The MHC is DRB1_0101 with pseudo-sequence DRB1_0101. The binding affinity (normalized) is 0.186. (5) The peptide sequence is TKGEGGVWTFDSEEP. The MHC is HLA-DPA10103-DPB10401 with pseudo-sequence HLA-DPA10103-DPB10401. The binding affinity (normalized) is 0.0654. (6) The peptide sequence is TEKGMKNVFDDVVPE. The MHC is DRB3_0101 with pseudo-sequence DRB3_0101. The binding affinity (normalized) is 0.235.